From a dataset of Full USPTO retrosynthesis dataset with 1.9M reactions from patents (1976-2016). Predict the reactants needed to synthesize the given product. (1) The reactants are: [Cl-].O[NH3+].[C:4](=[O:7])([O-])[OH:5].[Na+].[CH2:9]([C:11]1[S:49][C:14]2[N:15]([CH2:33][C:34]3[CH:39]=[CH:38][C:37]([C:40]4[C:41]([C:46]#[N:47])=[CH:42][CH:43]=[CH:44][CH:45]=4)=[CH:36][C:35]=3[F:48])[C:16](=[O:32])[N:17]([CH2:20][C:21]([C:23]3[CH:28]=[CH:27][C:26]([O:29][CH3:30])=[C:25]([F:31])[CH:24]=3)=[O:22])[C:18](=[O:19])[C:13]=2[CH:12]=1)[CH3:10].[N:50]12CCCN=C1CCCCC2. Given the product [CH2:9]([C:11]1[S:49][C:14]2[N:15]([CH2:33][C:34]3[CH:39]=[CH:38][C:37]([C:40]4[CH:45]=[CH:44][CH:43]=[CH:42][C:41]=4[C:46]4[NH:50][C:4](=[O:7])[O:5][N:47]=4)=[CH:36][C:35]=3[F:48])[C:16](=[O:32])[N:17]([CH2:20][C:21]([C:23]3[CH:28]=[CH:27][C:26]([O:29][CH3:30])=[C:25]([F:31])[CH:24]=3)=[O:22])[C:18](=[O:19])[C:13]=2[CH:12]=1)[CH3:10], predict the reactants needed to synthesize it. (2) Given the product [Cl:20][C:9]1[C:10]2[CH2:15][CH:14]([CH3:16])[CH2:13][C:11]=2[N:12]=[C:7]([C:5]2[S:6][C:2]([Cl:1])=[CH:3][CH:4]=2)[N:8]=1, predict the reactants needed to synthesize it. The reactants are: [Cl:1][C:2]1[S:6][C:5]([C:7]2[N:8]=[C:9](O)[C:10]3[CH2:15][CH:14]([CH3:16])[CH2:13][C:11]=3[N:12]=2)=[CH:4][CH:3]=1.O=P(Cl)(Cl)[Cl:20]. (3) Given the product [NH2:8][C:7]1[C:2]([CH3:1])=[CH:3][C:4]([C:11]([O:13][CH3:14])=[O:12])=[N:5][CH:6]=1, predict the reactants needed to synthesize it. The reactants are: [CH3:1][C:2]1[C:7]([N+:8]([O-])=O)=[CH:6][N:5]=[C:4]([C:11]([O:13][CH3:14])=[O:12])[CH:3]=1.